Dataset: Forward reaction prediction with 1.9M reactions from USPTO patents (1976-2016). Task: Predict the product of the given reaction. The product is: [NH2:19][C:10]1[O:11][C@@H:12]2[CH2:16][CH2:15][C:14]([F:17])([F:18])[C@@H:13]2[C@:8]([C:6]2[CH:7]=[C:2]([NH:1][C:32]([C:29]3[CH:28]=[N:27][C:26]([C:23]([F:25])([F:22])[CH3:24])=[CH:31][N:30]=3)=[O:33])[CH:3]=[CH:4][C:5]=2[F:21])([CH3:20])[N:9]=1. Given the reactants [NH2:1][C:2]1[CH:3]=[CH:4][C:5]([F:21])=[C:6]([C@:8]2([CH3:20])[C@H:13]3[C:14]([F:18])([F:17])[CH2:15][CH2:16][C@H:12]3[O:11][C:10]([NH2:19])=[N:9]2)[CH:7]=1.[F:22][C:23]([C:26]1[N:27]=[CH:28][C:29]([C:32](O)=[O:33])=[N:30][CH:31]=1)([F:25])[CH3:24], predict the reaction product.